From a dataset of Reaction yield outcomes from USPTO patents with 853,638 reactions. Predict the reaction yield, written as a fraction of the theoretical maximum amount of product (1.0 means a 100% yield; for example, 0.34 means a 34% yield). (1) The reactants are [F:1][C:2]1[CH:7]=[CH:6][C:5]([C:8]#[C:9][C:10]2[CH:17]=[CH:16][C:13]([CH:14]=[O:15])=[CH:12][CH:11]=2)=[CH:4][CH:3]=1.S([O-])(O[O-])(=O)=[O:19].[K+].[K+]. The catalyst is CN(C=O)C.O. The product is [F:1][C:2]1[CH:3]=[CH:4][C:5]([C:8]#[C:9][C:10]2[CH:11]=[CH:12][C:13]([C:14]([OH:19])=[O:15])=[CH:16][CH:17]=2)=[CH:6][CH:7]=1. The yield is 0.940. (2) The reactants are [CH3:1][CH:2]1[CH2:7][NH:6][CH2:5][CH:4]([CH3:8])[NH:3]1.[CH2:9]([O:16][C:17](Cl)=[O:18])[C:10]1[CH:15]=[CH:14][CH:13]=[CH:12][CH:11]=1.C(N(C(C)C)CC)(C)C.[CH3:29][C:30]([O:33][C:34](O[C:34]([O:33][C:30]([CH3:32])([CH3:31])[CH3:29])=[O:35])=[O:35])([CH3:32])[CH3:31]. The catalyst is C(Cl)Cl. The product is [CH3:1][CH:2]1[CH2:7][N:6]([C:17]([O:16][CH2:9][C:10]2[CH:15]=[CH:14][CH:13]=[CH:12][CH:11]=2)=[O:18])[CH2:5][CH:4]([CH3:8])[N:3]1[C:34]([O:33][C:30]([CH3:32])([CH3:31])[CH3:29])=[O:35]. The yield is 0.720. (3) The reactants are [N:1]1[C:10]2[CH:9]([NH:11][CH2:12][CH2:13][CH2:14][CH2:15][N:16]3[C:24](=[O:25])[C:23]4[C:18](=[CH:19][CH:20]=[CH:21][CH:22]=4)[C:17]3=[O:26])[CH2:8][CH2:7][CH2:6][C:5]=2[CH:4]=[CH:3][CH:2]=1.Cl[CH2:28][C:29]1[NH:33][C:32]2[CH:34]=[C:35]([C:38]([F:41])([F:40])[F:39])[CH:36]=[CH:37][C:31]=2[N:30]=1.C(N(CC)C(C)C)(C)C.[I-].[K+]. The catalyst is C(#N)C. The product is [N:1]1[C:10]2[CH:9]([N:11]([CH2:28][C:29]3[NH:30][C:31]4[CH:37]=[CH:36][C:35]([C:38]([F:41])([F:39])[F:40])=[CH:34][C:32]=4[N:33]=3)[CH2:12][CH2:13][CH2:14][CH2:15][N:16]3[C:24](=[O:25])[C:23]4[C:18](=[CH:19][CH:20]=[CH:21][CH:22]=4)[C:17]3=[O:26])[CH2:8][CH2:7][CH2:6][C:5]=2[CH:4]=[CH:3][CH:2]=1. The yield is 0.760. (4) The reactants are [Cl:1][CH2:2][C:3](Cl)=[O:4].[F:6][C@@H:7]1[CH2:11][NH:10][C@H:9]([C:12]#[N:13])[CH2:8]1.C(N(CC)CC)C.S(=O)(=O)(O)[O-].[Na+]. The catalyst is ClCCl. The product is [Cl:1][CH2:2][C:3]([N:10]1[CH2:11][C@@H:7]([F:6])[CH2:8][C@H:9]1[C:12]#[N:13])=[O:4]. The yield is 0.600. (5) The reactants are [C:1]([O:5][C:6](=[O:30])[NH:7][C@H:8]1[CH2:14][N:13]([CH2:15][CH2:16][O:17][CH2:18][C:19]2[CH:24]=[CH:23][CH:22]=[CH:21][CH:20]=2)[C:12]2[CH:25]=[CH:26][CH:27]=[CH:28][C:11]=2[NH:10][C:9]1=[O:29])([CH3:4])([CH3:3])[CH3:2].FC(F)(F)S(O[CH2:37][C:38]([F:41])([F:40])[F:39])(=O)=O.C[Si]([N-][Si](C)(C)C)(C)C.[Li+]. No catalyst specified. The product is [C:1]([O:5][C:6](=[O:30])[NH:7][C@@H:8]1[C:9](=[O:29])[N:10]([CH2:37][C:38]([F:41])([F:40])[F:39])[C:11]2[CH:28]=[CH:27][CH:26]=[CH:25][C:12]=2[N:13]([CH2:15][CH2:16][O:17][CH2:18][C:19]2[CH:24]=[CH:23][CH:22]=[CH:21][CH:20]=2)[CH2:14]1)([CH3:4])([CH3:2])[CH3:3]. The yield is 0.860. (6) The reactants are [Cl:1][C:2]1[CH:7]=[C:6]([CH3:8])[CH:5]=[CH:4][N:3]=1.C(OO)(=[O:11])C.Cl. The catalyst is CC(O)=O. The product is [ClH:1].[Cl:1][C:2]1[CH:7]=[C:6]([CH3:8])[CH:5]=[CH:4][N+:3]=1[O-:11]. The yield is 0.510.